This data is from Catalyst prediction with 721,799 reactions and 888 catalyst types from USPTO. The task is: Predict which catalyst facilitates the given reaction. (1) Reactant: [O-:1][CH2:2][CH3:3].[Na+:4].[Pt:5](Cl)Cl. Product: [Pt:5].[C:2].[CH2:2]([OH:1])[CH3:3].[O-:1][CH2:2][CH3:3].[Na+:4]. The catalyst class is: 8. (2) Reactant: [NH2:1][CH2:2][C:3]1[CH:16]=[CH:15][C:6]([CH2:7][NH:8][C:9]2[CH:14]=[CH:13][CH:12]=[CH:11][CH:10]=2)=[CH:5][CH:4]=1.[NH2:17][C:18]1[N:26]=[C:25]([Cl:27])[CH:24]=[CH:23][C:19]=1[C:20](O)=[O:21].F[P-](F)(F)(F)(F)F.N1(O[P+](N(C)C)(N(C)C)N(C)C)C2C=CC=CC=2N=N1.C(N(CC)CC)C. Product: [NH2:17][C:18]1[N:26]=[C:25]([Cl:27])[CH:24]=[CH:23][C:19]=1[C:20]([NH:1][CH2:2][C:3]1[CH:16]=[CH:15][C:6]([CH2:7][NH:8][C:9]2[CH:14]=[CH:13][CH:12]=[CH:11][CH:10]=2)=[CH:5][CH:4]=1)=[O:21]. The catalyst class is: 255. (3) Reactant: [NH2:1][C:2]1[CH:27]=[CH:26][C:5]([O:6][CH2:7][CH2:8][N:9]([CH2:17][C:18]2[CH:23]=[CH:22][C:21]([F:24])=[CH:20][C:19]=2[F:25])[C:10](=[O:16])[O:11][C:12]([CH3:15])([CH3:14])[CH3:13])=[C:4]([Cl:28])[CH:3]=1.[C:29]([C:31]1[N:32]=[CH:33][C:34]([NH:37][C:38](=O)[O:39]C2C=CC=CC=2)=[N:35][CH:36]=1)#[N:30]. Product: [Cl:28][C:4]1[CH:3]=[C:2]([NH:1][C:38]([NH:37][C:34]2[CH:33]=[N:32][C:31]([C:29]#[N:30])=[CH:36][N:35]=2)=[O:39])[CH:27]=[CH:26][C:5]=1[O:6][CH2:7][CH2:8][N:9]([CH2:17][C:18]1[CH:23]=[CH:22][C:21]([F:24])=[CH:20][C:19]=1[F:25])[C:10](=[O:16])[O:11][C:12]([CH3:15])([CH3:13])[CH3:14]. The catalyst class is: 9. (4) Reactant: [CH3:1][O:2][CH2:3][CH2:4][NH:5][CH2:6][CH2:7][C:8]([NH:10][CH3:11])=[O:9].[Br:12][C:13]1[C:14](Cl)=[N:15][C:16]([Cl:19])=[N:17][CH:18]=1.C(N(CC)CC)C. Product: [Br:12][C:13]1[C:14]([N:5]([CH2:4][CH2:3][O:2][CH3:1])[CH2:6][CH2:7][C:8]([NH:10][CH3:11])=[O:9])=[N:15][C:16]([Cl:19])=[N:17][CH:18]=1. The catalyst class is: 2. (5) Reactant: [CH3:1][O:2][C:3]1[CH:8]=[CH:7][C:6]([CH2:9][NH2:10])=[CH:5][CH:4]=1.Cl[C:12](=[O:18])[C:13](OCC)=[O:14].[CH3:19][O:20][CH:21]([O:24][CH3:25])[CH2:22][NH2:23].C(N(CC)C(C)C)(C)C.C([O-])(O)=O.[Na+]. Product: [CH3:19][O:20][CH:21]([O:24][CH3:25])[CH2:22][NH:23][C:12](=[O:18])[C:13]([NH:10][CH2:9][C:6]1[CH:7]=[CH:8][C:3]([O:2][CH3:1])=[CH:4][CH:5]=1)=[O:14]. The catalyst class is: 49. (6) Reactant: C(O[C:6](=[O:28])[NH:7][C@@H:8]([CH2:21][C:22]1[CH:27]=[CH:26][CH:25]=[CH:24][CH:23]=1)[CH:9]([C:11](=[O:20])[NH:12][CH2:13][C:14]1[CH:19]=[CH:18][CH:17]=[CH:16][CH:15]=1)[OH:10])(C)(C)C.FC(F)(F)C(O)=O.C(N(CC)C(C)C)(C)C.[CH3:45][O:46][C:47]1[CH:52]=[CH:51][C:50]([CH2:53][C@H:54]([NH:58][C:59](=[O:71])[C@@H:60]([NH:62][C:63]([C:65]2[CH:69]=[C:68]([CH3:70])[O:67][N:66]=2)=[O:64])[CH3:61])C(O)=O)=[CH:49][CH:48]=1.CN(C(ON1N=NC2C=CC=NC1=2)=[N+](C)C)C.F[P-](F)(F)(F)(F)F. Product: [CH2:21]([C@H:8]([NH:7][C:6]([C@@H:54]([NH:58][C:59]([C@@H:60]([NH:62][C:63]([C:65]1[CH:69]=[C:68]([CH3:70])[O:67][N:66]=1)=[O:64])[CH3:61])=[O:71])[CH2:53][C:50]1[CH:49]=[CH:48][C:47]([O:46][CH3:45])=[CH:52][CH:51]=1)=[O:28])[CH:9]([C:11](=[O:20])[NH:12][CH2:13][C:14]1[CH:15]=[CH:16][CH:17]=[CH:18][CH:19]=1)[OH:10])[C:22]1[CH:23]=[CH:24][CH:25]=[CH:26][CH:27]=1. The catalyst class is: 4. (7) Reactant: [C:1]([C:6]1[CH:15]=[CH:14][C:9]([C:10]([O:12]C)=[O:11])=[CH:8][CH:7]=1)(=[O:5])[CH2:2][CH2:3][CH3:4].[OH-].[Na+]. Product: [C:1]([C:6]1[CH:15]=[CH:14][C:9]([C:10]([OH:12])=[O:11])=[CH:8][CH:7]=1)(=[O:5])[CH2:2][CH2:3][CH3:4]. The catalyst class is: 83. (8) Reactant: Cl[C:2]1[CH:20]=[C:19]([O:21][CH3:22])[C:18](OCC2C(OC)=CC=C(F)C=2F)=[CH:17][C:3]=1[NH:4]C1C([N+]([O-])=O)=C(OC)N=C(Cl)N=1.C1(=O)NC(=O)C2=CC=CC=C12.[K].Cl. Product: [CH3:22][O:21][C:19]1[CH:20]=[CH:2][C:3]([NH2:4])=[CH:17][CH:18]=1. The catalyst class is: 60. (9) Reactant: [NH2:1][CH2:2][C:3]1[C:4]([F:10])=[C:5]([NH2:9])[CH:6]=[CH:7][CH:8]=1.N1C=CN=C1.[N:16]1[CH:21]=[CH:20][CH:19]=[N:18][C:17]=1[O:22][C:23]1[CH:24]=[C:25]([C:32](O)=[O:33])[C:26](=[CH:30][CH:31]=1)[C:27](O)=[O:28].O. Product: [NH2:9][C:5]1[C:4]([F:10])=[C:3]([CH:8]=[CH:7][CH:6]=1)[CH2:2][N:1]1[C:32](=[O:33])[C:25]2[C:26](=[CH:30][CH:31]=[C:23]([O:22][C:17]3[N:18]=[CH:19][CH:20]=[CH:21][N:16]=3)[CH:24]=2)[C:27]1=[O:28]. The catalyst class is: 39. (10) Reactant: Cl[C:2]1[N:11]=[C:10]([NH:12][CH2:13][CH2:14][CH2:15][CH2:16][CH2:17][CH2:18][CH2:19][CH2:20][CH2:21][CH2:22][CH2:23][CH3:24])[C:9]2[C:4](=[CH:5][CH:6]=[C:7]([N+:25]([O-:27])=[O:26])[CH:8]=2)[N:3]=1.[CH2:28]([NH2:31])[CH:29]=[CH2:30]. Product: [CH2:28]([NH:31][C:2]1[N:11]=[C:10]([NH:12][CH2:13][CH2:14][CH2:15][CH2:16][CH2:17][CH2:18][CH2:19][CH2:20][CH2:21][CH2:22][CH2:23][CH3:24])[C:9]2[C:4](=[CH:5][CH:6]=[C:7]([N+:25]([O-:27])=[O:26])[CH:8]=2)[N:3]=1)[CH:29]=[CH2:30]. The catalyst class is: 6.